This data is from Forward reaction prediction with 1.9M reactions from USPTO patents (1976-2016). The task is: Predict the product of the given reaction. (1) Given the reactants Cl[C:2]1[CH:3]=[N:4][CH:5]=[C:6](Cl)[C:7]=1[CH:8]=O.[C:11]1([SH:17])[CH:16]=[CH:15][CH:14]=[CH:13][CH:12]=1.C(=O)([O-])[O-].[K+].[K+].[SH:24][CH2:25][C:26]([NH2:28])=[O:27].C(=O)([O-])[O-].[Cs+].[Cs+], predict the reaction product. The product is: [C:11]1([S:17][C:6]2[CH:5]=[N:4][CH:3]=[C:2]3[S:24][C:25]([C:26]([NH2:28])=[O:27])=[CH:8][C:7]=23)[CH:16]=[CH:15][CH:14]=[CH:13][CH:12]=1. (2) Given the reactants C[O:2][C:3](=[O:14])[CH:4]([CH2:10][CH:11]([CH3:13])[CH3:12])[C:5]([O:7][CH2:8][CH3:9])=[O:6].[OH-].[K+], predict the reaction product. The product is: [CH2:8]([O:7][C:5](=[O:6])[CH:4]([CH2:10][CH:11]([CH3:13])[CH3:12])[C:3]([OH:14])=[O:2])[CH3:9]. (3) Given the reactants [CH3:1][O:2][C:3](=[O:36])[C:4]1[CH:9]=[CH:8][C:7]([CH2:10][CH:11]([C:26]([O:28]CC2C=CC=CC=2)=[O:27])[C:12]2[CH:17]=[CH:16][C:15]([O:18]CC3C=CC=CC=3)=[CH:14][CH:13]=2)=[CH:6][CH:5]=1.CCOC(C)=O, predict the reaction product. The product is: [CH3:1][O:2][C:3](=[O:36])[C:4]1[CH:9]=[CH:8][C:7]([CH2:10][CH:11]([C:26]([OH:28])=[O:27])[C:12]2[CH:17]=[CH:16][C:15]([OH:18])=[CH:14][CH:13]=2)=[CH:6][CH:5]=1.